Dataset: Full USPTO retrosynthesis dataset with 1.9M reactions from patents (1976-2016). Task: Predict the reactants needed to synthesize the given product. (1) The reactants are: [Br:1][C:2]1[CH:10]=[CH:9][C:5]([C:6]([OH:8])=O)=[CH:4][C:3]=1[F:11].C(N1C=CN=C1)(N1C=CN=C1)=O.[NH:24]1[CH2:28][CH2:27][CH2:26][CH2:25]1. Given the product [Br:1][C:2]1[CH:10]=[CH:9][C:5]([C:6]([N:24]2[CH2:28][CH2:27][CH2:26][CH2:25]2)=[O:8])=[CH:4][C:3]=1[F:11], predict the reactants needed to synthesize it. (2) Given the product [CH2:41]([O:40][C:37]1[CH:38]=[CH:39][C:34]([NH:33][C:21]2[C:20]3[C:25](=[CH:26][C:27]([O:28][CH2:29][CH3:30])=[C:18]([NH:17][C:13](=[O:14])/[CH:12]=[CH:11]/[CH2:10][N:9]([CH3:16])[CH3:8])[CH:19]=3)[N:24]=[CH:23][C:22]=2[C:31]#[N:32])=[CH:35][C:36]=1[Cl:48])[C:42]1[CH:43]=[CH:44][CH:45]=[CH:46][CH:47]=1, predict the reactants needed to synthesize it. The reactants are: C(Cl)(=O)C(Cl)=O.Cl.[CH3:8][N:9]([CH3:16])[CH2:10]/[CH:11]=[CH:12]/[C:13](O)=[O:14].[NH2:17][C:18]1[CH:19]=[C:20]2[C:25](=[CH:26][C:27]=1[O:28][CH2:29][CH3:30])[N:24]=[CH:23][C:22]([C:31]#[N:32])=[C:21]2[NH:33][C:34]1[CH:39]=[CH:38][C:37]([O:40][CH2:41][C:42]2[CH:47]=[CH:46][CH:45]=[CH:44][CH:43]=2)=[C:36]([Cl:48])[CH:35]=1.C(=O)(O)[O-].[Na+]. (3) Given the product [NH2:14][CH2:13][CH2:12][CH2:11][C:7]1[CH:6]=[C:5]([NH:4][CH2:3][C:2]([OH:1])([CH2:28][CH2:29][CH3:30])[CH2:25][CH2:26][CH3:27])[CH:10]=[CH:9][CH:8]=1, predict the reactants needed to synthesize it. The reactants are: [OH:1][C:2]([CH2:28][CH2:29][CH3:30])([CH2:25][CH2:26][CH3:27])[CH2:3][NH:4][C:5]1[CH:6]=[C:7]([CH2:11][CH2:12][CH2:13][N:14]2C(=O)C3C(=CC=CC=3)C2=O)[CH:8]=[CH:9][CH:10]=1.O.NN. (4) Given the product [NH2:1][C:2]1[CH:10]=[CH:9][C:8]([F:11])=[CH:7][C:3]=1[C:4]([NH:21][C@H:22]([CH3:18])[C:14]([O:13][CH2:35][CH3:36])=[O:12])=[O:6], predict the reactants needed to synthesize it. The reactants are: [NH2:1][C:2]1[CH:10]=[CH:9][C:8]([F:11])=[CH:7][C:3]=1[C:4]([OH:6])=O.[OH2:12].[OH:13][C:14]1[C:22]2[N:21]=NN[C:18]=2C=CC=1.CN(C)C=O.Cl.C(N=C=NC[CH2:35][CH2:36]N(C)C)C.